This data is from Drug-target binding data from BindingDB using Kd measurements. The task is: Regression. Given a target protein amino acid sequence and a drug SMILES string, predict the binding affinity score between them. We predict pKd (pKd = -log10(Kd in M); higher means stronger binding). Dataset: bindingdb_kd. The compound is CCCCCCC/C=C/CCCCCCC(=O)O. The target protein sequence is MKRLSLREAWPYLKDLQQDPLAVLLAWGRAHPRLFLPLPRFPLALIFDPEGVEGALLAEGTTKATFQYRALSRLTGRGLLTDWGESWKEARKALKDPFLPKNVRGYREAMEEEARAFFGEWRGEERDLDHEMLALSLRLLGRALFGKPLSPSLAEHALKALDRIMAQTRSPLALLDLAAEARFRKDRGALYREAEALIVHPPLSHLPRERALSEAVTLLVAGHETVASALTWSFLLLSHRPDWQKRVAESEEAALAAFQEALRLYPPAWILTRRLERPLLLGEDRLPPGTTLVLSPYVTQRLHFPDGEAFRPERFLEERGTPSGRYFPFGLGQRLCLGRDFALLEGPIVLRAFFRRFRLDPLPFPRVLAQVTLRPEGGLPARPREEVRA. The pKd is 2.1.